Dataset: M1 muscarinic receptor antagonist screen with 61,756 compounds. Task: Binary Classification. Given a drug SMILES string, predict its activity (active/inactive) in a high-throughput screening assay against a specified biological target. (1) The result is 0 (inactive). The compound is O=C(N1CCN(CC1)c1ncccn1)c1[nH]c(c(c1C)C(=O)C)C. (2) The compound is O1CCN(CC1)C(=O)c1cc(NC(=O)c2cc(OC)ccc2)ccc1. The result is 0 (inactive). (3) The result is 0 (inactive). The drug is s1c(NC(=O)c2c(=O)n(CCC)c3c(c2O)cccc3)nnc1C. (4) The molecule is S(CC(=O)Nc1c(n(n(c1=O)c1ccccc1)C)C)c1nc2n([nH]cc2c(=O)n1)c1ccccc1. The result is 0 (inactive). (5) The compound is S1(=O)(=O)N(CC(=O)NCCC=2CCCCC2)C(=O)c2c1cccc2. The result is 0 (inactive). (6) The molecule is o1c(CN2CCCCC2)c(c2c1ccc(OC)c2)C(OCC)=O. The result is 0 (inactive). (7) The drug is O1c2c(OCC1)ccc(c2)C(=O)NCC(=O)n1nc(cc1C)C. The result is 0 (inactive). (8) The compound is O=C1/C(=c2\n([nH]c(n2)C)CCN(CC)CC)C=CC=C1. The result is 0 (inactive).